This data is from Reaction yield outcomes from USPTO patents with 853,638 reactions. The task is: Predict the reaction yield, written as a fraction of the theoretical maximum amount of product (1.0 means a 100% yield; for example, 0.34 means a 34% yield). (1) The reactants are Cl[C:2]1[C:7]([F:8])=[CH:6][C:5]([C:9]2[C:18]3[C:13](=[CH:14][C:15]([S:19]([NH:22][C:23]4[S:24][CH:25]=[N:26][N:27]=4)(=[O:21])=[O:20])=[CH:16][CH:17]=3)[CH:12]=[CH:11][N:10]=2)=[C:4]([O:28][CH3:29])[CH:3]=1.[F:30][C:31]1[CH:32]=[C:33](B(O)O)[CH:34]=[CH:35][CH:36]=1.P([O-])([O-])([O-])=O.[K+].[K+].[K+]. The catalyst is C1(P(C2CCCCC2)C2C=CC=CC=2C2C(OC)=CC=CC=2OC)CCCCC1. The product is [F:8][C:7]1[CH:6]=[C:5]([C:9]2[C:18]3[C:13](=[CH:14][C:15]([S:19]([NH:22][C:23]4[S:24][CH:25]=[N:26][N:27]=4)(=[O:21])=[O:20])=[CH:16][CH:17]=3)[CH:12]=[CH:11][N:10]=2)[C:4]([O:28][CH3:29])=[CH:3][C:2]=1[C:35]1[CH:34]=[CH:33][CH:32]=[C:31]([F:30])[CH:36]=1. The yield is 0.647. (2) The reactants are [CH3:1][O:2][CH2:3][CH2:4][CH2:5][O:6][C:7]1[CH:8]=[C:9]([CH:29]=[CH:30][C:31]=1[O:32][CH3:33])[CH2:10][C@H:11]([CH:26]([CH3:28])[CH3:27])[CH2:12][C@H:13]([NH:18][C:19](=[O:25])[O:20][C:21]([CH3:24])([CH3:23])[CH3:22])[C@@H:14]([OH:17])[CH2:15][NH2:16].C(N(C(C)C)CC)(C)C.[CH:43]1([C:49](O)=[O:50])[CH2:48][CH2:47][CH2:46][CH2:45][CH2:44]1.F[P-](F)(F)(F)(F)F.N1(OC(N(C)C)=[N+](C)C)C2C=CC=CC=2N=N1.C1C=CC2N(O)N=NC=2C=1. The catalyst is CN(C=O)C. The product is [CH3:1][O:2][CH2:3][CH2:4][CH2:5][O:6][C:7]1[CH:8]=[C:9]([CH:29]=[CH:30][C:31]=1[O:32][CH3:33])[CH2:10][C@H:11]([CH:26]([CH3:28])[CH3:27])[CH2:12][C@H:13]([NH:18][C:19](=[O:25])[O:20][C:21]([CH3:24])([CH3:23])[CH3:22])[C@@H:14]([OH:17])[CH2:15][NH:16][C:49]([CH:43]1[CH2:48][CH2:47][CH2:46][CH2:45][CH2:44]1)=[O:50]. The yield is 0.490. (3) The reactants are [Cl:1][C:2]1[CH:7]=[C:6](Cl)[N:5]=[CH:4][N:3]=1.[CH:9]1[C:18]2[C:13](=[CH:14][CH:15]=[CH:16][CH:17]=2)[CH:12]=[CH:11][C:10]=1B(O)O.C(=O)([O-])[O-].[Na+].[Na+]. The catalyst is C1C=CC(P(C2C=CC=CC=2)C2C=CC=CC=2)=CC=1.C1C=CC(P(C2C=CC=CC=2)C2C=CC=CC=2)=CC=1.Cl[Pd]Cl.O.C(#N)C. The product is [Cl:1][C:2]1[CH:7]=[C:6]([C:11]2[CH:10]=[CH:9][C:18]3[C:13](=[CH:14][CH:15]=[CH:16][CH:17]=3)[CH:12]=2)[N:5]=[CH:4][N:3]=1. The yield is 0.480.